From a dataset of Full USPTO retrosynthesis dataset with 1.9M reactions from patents (1976-2016). Predict the reactants needed to synthesize the given product. (1) Given the product [C:17]([S@@:15]([N:14]1[CH2:2][CH2:3][CH2:4][C@@H:5]1[C:6]1[CH:11]=[C:10]([F:12])[CH:9]=[CH:8][C:7]=1[F:13])=[O:16])([CH3:20])([CH3:19])[CH3:18], predict the reactants needed to synthesize it. The reactants are: Cl[CH2:2][CH2:3][CH2:4]/[C:5](=[N:14]/[S@:15]([C:17]([CH3:20])([CH3:19])[CH3:18])=[O:16])/[C:6]1[CH:11]=[C:10]([F:12])[CH:9]=[CH:8][C:7]=1[F:13].[Li+].[B-](CC)(CC)CC. (2) Given the product [C:1]([O:5][C:6](=[O:22])[NH:7][C:8]1[CH:13]=[C:12]([O:14][CH2:15][CH3:16])[C:11]([C:17]([F:20])([F:19])[F:18])=[CH:10][C:9]=1[NH:21][C:28](=[O:27])[CH2:29][C:30]([C:32]1[CH:37]=[CH:36][CH:35]=[C:34]([C:38]2[C:39]([CH:44]3[CH2:45][CH2:46]3)=[N:40][CH:41]=[CH:42][CH:43]=2)[CH:33]=1)=[O:31])([CH3:2])([CH3:3])[CH3:4], predict the reactants needed to synthesize it. The reactants are: [C:1]([O:5][C:6](=[O:22])[NH:7][C:8]1[CH:13]=[C:12]([O:14][CH2:15][CH3:16])[C:11]([C:17]([F:20])([F:19])[F:18])=[CH:10][C:9]=1[NH2:21])([CH3:4])([CH3:3])[CH3:2].C([O:27][C:28](=O)[CH2:29][C:30]([C:32]1[CH:37]=[CH:36][CH:35]=[C:34]([C:38]2[C:39]([CH:44]3[CH2:46][CH2:45]3)=[N:40][CH:41]=[CH:42][CH:43]=2)[CH:33]=1)=[O:31])(C)(C)C.